This data is from Forward reaction prediction with 1.9M reactions from USPTO patents (1976-2016). The task is: Predict the product of the given reaction. (1) Given the reactants [CH3:1][C:2]1[CH:7]=[CH:6][N:5]=[CH:4][CH:3]=1.[Cl:8][C:9]1[S:13][C:12]([C:14](OCC)=[O:15])=[CH:11][CH:10]=1.C[Si]([N-][Si](C)(C)C)(C)C.[Li+], predict the reaction product. The product is: [Cl:8][C:9]1[S:13][C:12]([C:14](=[O:15])[CH2:1][C:2]2[CH:7]=[CH:6][N:5]=[CH:4][CH:3]=2)=[CH:11][CH:10]=1. (2) Given the reactants C[Si]([N-][Si](C)(C)C)(C)C.[Na+].[CH:11]1([C:14]#[N:15])[CH2:13][CH2:12]1.Cl[CH2:17][C:18]1[CH:23]=[CH:22][C:21]([O:24][CH3:25])=[CH:20][CH:19]=1, predict the reaction product. The product is: [CH3:25][O:24][C:21]1[CH:22]=[CH:23][C:18]([CH2:17][C:11]2([C:14]#[N:15])[CH2:13][CH2:12]2)=[CH:19][CH:20]=1.